Dataset: Full USPTO retrosynthesis dataset with 1.9M reactions from patents (1976-2016). Task: Predict the reactants needed to synthesize the given product. Given the product [NH2:29][C@H:20]([CH2:21][C:22]1[CH:23]=[CH:24][C:25]([Cl:28])=[CH:26][CH:27]=1)[C:19]([N:16]1[CH2:17][CH2:18][N:13]([C:5]2[C:4]([C:1]#[N:2])=[CH:9][N:8]=[C:7]3[NH:10][CH:11]=[CH:12][C:6]=23)[CH2:14][CH2:15]1)=[O:37], predict the reactants needed to synthesize it. The reactants are: [C:1]([C:4]1[C:5]([N:13]2[CH2:18][CH2:17][N:16]([C:19](=[O:37])[C@H:20]([NH:29]C(=O)OC(C)(C)C)[CH2:21][C:22]3[CH:27]=[CH:26][C:25]([Cl:28])=[CH:24][CH:23]=3)[CH2:15][CH2:14]2)=[C:6]2[CH:12]=[CH:11][NH:10][C:7]2=[N:8][CH:9]=1)(=O)[NH2:2].